From a dataset of Forward reaction prediction with 1.9M reactions from USPTO patents (1976-2016). Predict the product of the given reaction. (1) Given the reactants Br[CH2:2][CH2:3][C:4]1[CH:9]=[C:8]([NH:10][C:11](=[O:16])[C:12]([CH3:15])([CH3:14])[CH3:13])[N:7]=[CH:6][C:5]=1[CH2:17][C:18]([O:20][C:21]([CH3:24])([CH3:23])[CH3:22])=[O:19].C([N-]C(C)C)(C)C.[Li+].C(NC(C)C)(C)C.C([Li])CCC, predict the reaction product. The product is: [CH3:13][C:12]([CH3:15])([CH3:14])[C:11]([NH:10][C:8]1[N:7]=[CH:6][C:5]2[CH:17]([C:18]([O:20][C:21]([CH3:24])([CH3:23])[CH3:22])=[O:19])[CH2:2][CH2:3][C:4]=2[CH:9]=1)=[O:16]. (2) Given the reactants [NH2:1][C:2]1[CH:7]=[CH:6][C:5]([CH2:8][OH:9])=[CH:4][CH:3]=1.Cl[Si](C)(C)C.[Cl-].[CH3:16][CH2:17]CC[N+](CCCC)(CCCC)CCCC.[F-].[O:34]1[CH2:38][CH2:37][CH2:36][CH2:35]1.Cl.C[CH2:41][O:42][C:43]([CH3:45])=[O:44], predict the reaction product. The product is: [OH:9][CH2:8][C:5]1[CH:6]=[CH:7][C:2]([NH:1][C:38](=[O:34])[CH2:37][CH2:36][CH2:35][CH2:16][CH2:17][CH2:45][C:43]([O:42][CH3:41])=[O:44])=[CH:3][CH:4]=1. (3) Given the reactants [C:1]([O:5][C:6]([N:8]1[C@@H:12]([CH3:13])[C@H:11]([F:14])[CH2:10][C@H:9]1[C:15]([OH:17])=O)=[O:7])([CH3:4])([CH3:3])[CH3:2].CN(C(ON1N=NC2C=CC=NC1=2)=[N+](C)C)C.F[P-](F)(F)(F)(F)F.CCN(C(C)C)C(C)C.Cl.[F:52][CH:53]([F:72])[C:54]1[C:55]([CH2:70][NH2:71])=[CH:56][C:57]([C:60]2[CH:61]=[N:62][C:63]([C:66]([F:69])([F:68])[F:67])=[N:64][CH:65]=2)=[N:58][CH:59]=1, predict the reaction product. The product is: [F:72][CH:53]([F:52])[C:54]1[C:55]([CH2:70][NH:71][C:15]([C@H:9]2[N:8]([C:6]([O:5][C:1]([CH3:2])([CH3:3])[CH3:4])=[O:7])[C@@H:12]([CH3:13])[C@H:11]([F:14])[CH2:10]2)=[O:17])=[CH:56][C:57]([C:60]2[CH:65]=[N:64][C:63]([C:66]([F:69])([F:68])[F:67])=[N:62][CH:61]=2)=[N:58][CH:59]=1. (4) Given the reactants [NH4+].[Cl-].[CH3:3][C:4]1([CH3:20])[O:8][C@H:7]([CH2:9][O:10][C:11]2[CH:16]=[CH:15][CH:14]=[C:13]([N+:17]([O-])=O)[CH:12]=2)[CH2:6][O:5]1.C(O)(C)C, predict the reaction product. The product is: [CH3:3][C:4]1([CH3:20])[O:8][C@H:7]([CH2:9][O:10][C:11]2[CH:12]=[C:13]([CH:14]=[CH:15][CH:16]=2)[NH2:17])[CH2:6][O:5]1.